Dataset: Reaction yield outcomes from USPTO patents with 853,638 reactions. Task: Predict the reaction yield, written as a fraction of the theoretical maximum amount of product (1.0 means a 100% yield; for example, 0.34 means a 34% yield). (1) The reactants are Cl[C:2]1[CH:7]=[C:6]([C:8]([NH:10][C:11]2[CH:16]=[C:15]([NH:17][C:18]([C:20]3[CH:25]=[CH:24][N:23]=[C:22]([N:26]4[CH2:31][CH2:30][O:29][CH2:28][CH2:27]4)[CH:21]=3)=[O:19])[CH:14]=[CH:13][C:12]=2[CH3:32])=[O:9])[CH:5]=[CH:4][N:3]=1.[CH3:33][N:34]([CH3:39])[CH2:35][CH2:36][NH:37][CH3:38]. No catalyst specified. The product is [CH3:33][N:34]([CH3:39])[CH2:35][CH2:36][N:37]([C:2]1[CH:7]=[C:6]([C:8]([NH:10][C:11]2[CH:16]=[C:15]([NH:17][C:18]([C:20]3[CH:25]=[CH:24][N:23]=[C:22]([N:26]4[CH2:27][CH2:28][O:29][CH2:30][CH2:31]4)[CH:21]=3)=[O:19])[CH:14]=[CH:13][C:12]=2[CH3:32])=[O:9])[CH:5]=[CH:4][N:3]=1)[CH3:38]. The yield is 0.440. (2) The reactants are [F:1][C:2]1[CH:11]=[C:10]2[C:5]([CH:6]=[CH:7][CH:8]=[N:9]2)=[CH:4][C:3]=1[CH2:12][N:13]1[C:21]2[C:16](=[N:17][CH:18]=[C:19]([C:22](=O)[CH3:23])[N:20]=2)[N:15]=[N:14]1.[C:25]([NH:28][NH2:29])(=[O:27])[CH3:26]. No catalyst specified. The product is [F:1][C:2]1[CH:11]=[C:10]2[C:5]([CH:6]=[CH:7][CH:8]=[N:9]2)=[CH:4][C:3]=1[CH2:12][N:13]1[C:21]2[C:16](=[N:17][CH:18]=[C:19](/[C:22](=[N:29]/[NH:28][C:25](=[O:27])[CH3:26])/[CH3:23])[N:20]=2)[N:15]=[N:14]1. The yield is 0.820. (3) The reactants are [Cl:1][C:2]1[CH:7]=[CH:6][C:5]([C@H:8]([C:21]([N:23]2[CH2:28][CH2:27][N:26]([C:29]3[C:34]([C:35]4[CH:40]=[CH:39][CH:38]=[C:37]([F:41])[CH:36]=4)=[CH:33][N:32]=[C:31]4[NH:42][CH:43]=[CH:44][C:30]=34)[CH2:25][CH2:24]2)=[O:22])[CH2:9][C:10]([NH:13]C(=O)OC(C)(C)C)([CH3:12])[CH3:11])=[CH:4][CH:3]=1.C(O)(C(F)(F)F)=O.C1(N)C(F)=C(F)C(F)=C(N)C=1F.Cl.Cl. The catalyst is C(Cl)Cl. The product is [NH2:13][C:10]([CH3:12])([CH3:11])[CH2:9][C@H:8]([C:5]1[CH:4]=[CH:3][C:2]([Cl:1])=[CH:7][CH:6]=1)[C:21]([N:23]1[CH2:28][CH2:27][N:26]([C:29]2[C:34]([C:35]3[CH:40]=[CH:39][CH:38]=[C:37]([F:41])[CH:36]=3)=[CH:33][N:32]=[C:31]3[NH:42][CH:43]=[CH:44][C:30]=23)[CH2:25][CH2:24]1)=[O:22]. The yield is 0.760. (4) The reactants are [O:1]1[C:5]2[CH:6]=[CH:7][C:8]([C:10]3([C:13]([NH:15][C:16]4[CH:17]=[CH:18][C:19]([CH2:33][C:34]#[N:35])=[C:20]([C:22]5[CH:27]=[CH:26][C:25]([C:28]([N:30]([CH3:32])[CH3:31])=[O:29])=[CH:24][CH:23]=5)[CH:21]=4)=[O:14])[CH2:12][CH2:11]3)=[CH:9][C:4]=2[O:3][CH2:2]1.[N-:36]=[N+:37]=[N-:38].[Na+].[Cl-].[NH4+]. The catalyst is CN(C)C=O. The product is [NH:36]1[C:34]([CH2:33][C:19]2[CH:18]=[CH:17][C:16]([NH:15][C:13]([C:10]3([C:8]4[CH:7]=[CH:6][C:5]5[O:1][CH2:2][O:3][C:4]=5[CH:9]=4)[CH2:11][CH2:12]3)=[O:14])=[CH:21][C:20]=2[C:22]2[CH:27]=[CH:26][C:25]([C:28]([N:30]([CH3:32])[CH3:31])=[O:29])=[CH:24][CH:23]=2)=[N:35][N:38]=[N:37]1. The yield is 0.260. (5) The reactants are [Na].Cl[C:3]1[N:11]=[C:10]2[C:6]([N:7]=[C:8]([OH:24])[N:9]2[CH2:12][C:13]2[CH:18]=[CH:17][CH:16]=[C:15]([CH2:19][C:20]([O:22][CH3:23])=[O:21])[CH:14]=2)=[C:5]([NH2:25])[N:4]=1.Cl.[S:27](=O)(=O)(O)O.C(=O)([O-])O.[Na+].[CH2:37]([OH:39])[CH3:38]. The catalyst is CO. The product is [OH:24][C:8]1[N:9]([CH2:12][C:13]2[CH:18]=[CH:17][CH:16]=[C:15]([CH2:19][C:20]([O:22][CH3:23])=[O:21])[CH:14]=2)[C:10]2[C:6]([N:7]=1)=[C:5]([NH2:25])[N:4]=[C:3]([S:27][CH2:38][CH2:37][OH:39])[N:11]=2. The yield is 0.490. (6) The reactants are [NH:1]1[CH2:5][CH2:4][CH2:3][C:2]1=[O:6].[CH3:7][O:8][C:9](=[O:17])[C:10]1[CH:15]=[CH:14][C:13](Br)=[CH:12][CH:11]=1.CC1(C)C2C(=C(P(C3C=CC=CC=3)C3C=CC=CC=3)C=CC=2)OC2C(P(C3C=CC=CC=3)C3C=CC=CC=3)=CC=CC1=2.C(=O)([O-])[O-].[Cs+].[Cs+]. The catalyst is O1CCOCC1.C1C=CC(/C=C/C(/C=C/C2C=CC=CC=2)=O)=CC=1.C1C=CC(/C=C/C(/C=C/C2C=CC=CC=2)=O)=CC=1.C1C=CC(/C=C/C(/C=C/C2C=CC=CC=2)=O)=CC=1.[Pd].[Pd]. The product is [CH3:7][O:8][C:9](=[O:17])[C:10]1[CH:15]=[CH:14][C:13]([N:1]2[CH2:5][CH2:4][CH2:3][C:2]2=[O:6])=[CH:12][CH:11]=1. The yield is 0.379.